Dataset: Full USPTO retrosynthesis dataset with 1.9M reactions from patents (1976-2016). Task: Predict the reactants needed to synthesize the given product. (1) Given the product [NH2:1][C:2]1[N:6]([C:7]2[CH:8]=[C:9]([CH:15]=[CH:16][C:17]=2[CH3:18])[C:10]([NH:12][CH:33]2[CH2:34][CH2:35]2)=[O:11])[CH:48]=[N:50][C:3]=1[C:19](=[O:27])[C:20]1[CH:25]=[CH:24][CH:23]=[C:22]([C:44](=[O:45])[NH:40][CH:41]([CH3:42])[CH3:51])[CH:21]=1, predict the reactants needed to synthesize it. The reactants are: [NH2:1][C:2]1[N:6]([C:7]2[CH:8]=[C:9]([CH:15]=[CH:16][C:17]=2[CH3:18])[C:10]([NH:12]OC)=[O:11])N=C[C:3]=1[C:19](=[O:27])[C:20]1[CH:25]=[CH:24][CH:23]=[C:22](I)[CH:21]=1.CCN=C=N[CH2:33][CH2:34][CH2:35]N(C)C.O[N:40]1[C:44](=[O:45])C[CH2:42][C:41]1=O.C[CH:48]([NH2:50])C.[CH3:51]N(C=O)C. (2) The reactants are: C([O:4][CH2:5][C@@H:6]1[C@@H:10]([O:11]C(=O)C)[C@@H:9]([O:15]C(=O)C)[C@H:8]([N:19]2[CH:27]=[N:26][C:25]3[C:20]2=[N:21][C:22]([I:29])=[N:23][C:24]=3Cl)[O:7]1)(=O)C.[NH3:30]. Given the product [NH2:30][C:24]1[N:23]=[C:22]([I:29])[N:21]=[C:20]2[C:25]=1[N:26]=[CH:27][N:19]2[C@H:8]1[C@H:9]([OH:15])[C@H:10]([OH:11])[C@@H:6]([CH2:5][OH:4])[O:7]1, predict the reactants needed to synthesize it. (3) Given the product [Cl:10][C:11]1[N:19]=[C:18]2[C:14]([NH:15][CH:16]=[N:17]2)=[C:13]([N:21]2[CH2:26][CH2:25][O:24][CH2:23][CH2:22]2)[N:12]=1, predict the reactants needed to synthesize it. The reactants are: N1C=C2C(N=CN2)=NC=1.[Cl:10][C:11]1[N:19]=[C:18]2[C:14]([NH:15][CH:16]=[N:17]2)=[C:13](Cl)[N:12]=1.[NH:21]1[CH2:26][CH2:25][O:24][CH2:23][CH2:22]1. (4) Given the product [O:4]1[C:8]2=[C:9]([N:13]3[CH2:18][CH2:17][N:16]([CH2:19][CH2:20][C@H:21]4[CH2:26][CH2:25][C@H:24]([NH:27][C:35](=[O:36])[CH2:34][C:32]5[O:31][N:30]=[C:29]([CH3:28])[CH:33]=5)[CH2:23][CH2:22]4)[CH2:15][CH2:14]3)[N:10]=[CH:11][CH:12]=[C:7]2[CH2:6][CH2:5]1, predict the reactants needed to synthesize it. The reactants are: Cl.Cl.Cl.[O:4]1[C:8]2=[C:9]([N:13]3[CH2:18][CH2:17][N:16]([CH2:19][CH2:20][C@H:21]4[CH2:26][CH2:25][C@H:24]([NH2:27])[CH2:23][CH2:22]4)[CH2:15][CH2:14]3)[N:10]=[CH:11][CH:12]=[C:7]2[CH2:6][CH2:5]1.[CH3:28][C:29]1[CH:33]=[C:32]([CH2:34][C:35](O)=[O:36])[O:31][N:30]=1. (5) Given the product [C:35]([O:34][C:32]([N:29]1[CH2:28][CH2:27][CH:26]([O:25][C:22]2[CH:23]=[CH:24][C:19]([C:3]3[C:2]([Cl:1])=[CH:7][C:6]([NH:8][C:9]4[N:12]=[C:13]([NH2:14])[NH:40][N:39]=4)=[CH:5][C:4]=3[C:15]([F:18])([F:17])[F:16])=[CH:20][CH:21]=2)[CH2:31][CH2:30]1)=[O:33])([CH3:36])([CH3:37])[CH3:38], predict the reactants needed to synthesize it. The reactants are: [Cl:1][C:2]1[CH:7]=[C:6]([NH:8]/[C:9](=[N:12]/[C:13]#[N:14])/SC)[CH:5]=[C:4]([C:15]([F:18])([F:17])[F:16])[C:3]=1[C:19]1[CH:24]=[CH:23][C:22]([O:25][CH:26]2[CH2:31][CH2:30][N:29]([C:32]([O:34][C:35]([CH3:38])([CH3:37])[CH3:36])=[O:33])[CH2:28][CH2:27]2)=[CH:21][CH:20]=1.[NH2:39][NH2:40].